This data is from Forward reaction prediction with 1.9M reactions from USPTO patents (1976-2016). The task is: Predict the product of the given reaction. (1) Given the reactants [K+].[Br-].[CH2:3]([C:10]1[N:15]([CH2:16][C:17]([OH:19])=[O:18])[C:14](=[O:20])[C:13]([NH:21][C:22]([O:24]CCC2C=CC=CC=2)=O)=[CH:12][CH:11]=1)[C:4]1[CH:9]=[CH:8][CH:7]=[CH:6][CH:5]=1.[CH2:33]([C:40]1N(CC(OC)=O)C(=O)C(OCCC2C=CC=CC=2)=C(N=C=O)[CH:41]=1)[C:34]1[CH:39]=[CH:38][CH:37]=[CH:36][CH:35]=1, predict the reaction product. The product is: [CH2:3]([C:10]1[N:15]([CH2:16][C:17]([OH:19])=[O:18])[C:14](=[O:20])[C:13]([NH:21][C:22](=[O:24])[CH2:41][CH2:40][CH2:33][C:34]2[CH:39]=[CH:38][CH:37]=[CH:36][CH:35]=2)=[CH:12][CH:11]=1)[C:4]1[CH:5]=[CH:6][CH:7]=[CH:8][CH:9]=1. (2) The product is: [C:1]([N:3]=[S:4]([C:7]1[C:8]([O:20][CH3:21])=[C:9]([CH:13]=[CH:14][C:15]=1[C:16]([F:19])([F:18])[F:17])[C:10]([NH:22][C:23]1[O:24][C:25]([CH3:28])=[N:26][N:27]=1)=[O:12])([CH3:6])=[O:5])#[N:2]. Given the reactants [C:1]([N:3]=[S:4]([C:7]1[C:8]([O:20][CH3:21])=[C:9]([CH:13]=[CH:14][C:15]=1[C:16]([F:19])([F:18])[F:17])[C:10]([OH:12])=O)([CH3:6])=[O:5])#[N:2].[NH2:22][C:23]1[O:24][C:25]([CH3:28])=[N:26][N:27]=1.C(Cl)(=O)C(Cl)=O, predict the reaction product. (3) Given the reactants O1CCCC1.[CH2:6]([O:13][C:14]1[CH:15]=[C:16]([NH:20][C:21]2[C:22]([NH2:31])=[C:23]3[C:28](=[CH:29][CH:30]=2)[CH2:27][CH2:26][CH2:25][CH2:24]3)[CH:17]=[CH:18][CH:19]=1)[C:7]1[CH:12]=[CH:11][CH:10]=[CH:9][CH:8]=1.[C:32](Cl)(=[O:37])[CH2:33][C:34](Cl)=[O:35], predict the reaction product. The product is: [CH2:6]([O:13][C:14]1[CH:15]=[C:16]([N:20]2[C:34](=[O:35])[CH2:33][C:32](=[O:37])[NH:31][C:22]3[C:23]4[CH2:24][CH2:25][CH2:26][CH2:27][C:28]=4[CH:29]=[CH:30][C:21]2=3)[CH:17]=[CH:18][CH:19]=1)[C:7]1[CH:8]=[CH:9][CH:10]=[CH:11][CH:12]=1. (4) Given the reactants [F:1][C:2]1[CH:30]=[C:29]([NH:31][C:32]([NH:34][C:35](=[O:44])[CH2:36][C:37]2[CH:42]=[CH:41][C:40]([F:43])=[CH:39][CH:38]=2)=[O:33])[CH:28]=[CH:27][C:3]=1[O:4][C:5]1[CH:10]=[CH:9][N:8]=[CH:7][C:6]=1[C:11]#[C:12][C:13]1[CH2:18][CH2:17][CH:16]([NH:19]C(=O)OC(C)(C)C)[CH2:15][CH:14]=1.[ClH:45].O1CCOCC1, predict the reaction product. The product is: [ClH:45].[ClH:45].[NH2:19][CH:16]1[CH2:17][CH2:18][C:13]([C:12]#[C:11][C:6]2[CH:7]=[N:8][CH:9]=[CH:10][C:5]=2[O:4][C:3]2[CH:27]=[CH:28][C:29]([NH:31][C:32]([NH:34][C:35](=[O:44])[CH2:36][C:37]3[CH:38]=[CH:39][C:40]([F:43])=[CH:41][CH:42]=3)=[O:33])=[CH:30][C:2]=2[F:1])=[CH:14][CH2:15]1. (5) Given the reactants [NH2:1][CH:2]([C:7]1[CH:12]=[C:11]([Cl:13])[CH:10]=[CH:9][C:8]=1[N+:14]([O-:16])=[O:15])[CH2:3][C:4]([OH:6])=[O:5].[F:17][C:18]([F:33])([F:32])[C:19]1[CH:20]=[C:21]([CH:25]=[C:26]([C:28]([F:31])([F:30])[F:29])[CH:27]=1)[C:22](Cl)=[O:23].Cl, predict the reaction product. The product is: [F:17][C:18]([F:32])([F:33])[C:19]1[CH:20]=[C:21]([CH:25]=[C:26]([C:28]([F:31])([F:29])[F:30])[CH:27]=1)[C:22]([NH:1][CH:2]([C:7]1[CH:12]=[C:11]([Cl:13])[CH:10]=[CH:9][C:8]=1[N+:14]([O-:16])=[O:15])[CH2:3][C:4]([OH:6])=[O:5])=[O:23]. (6) The product is: [F:6][C:7]1[C:15]([N+:17]([O-:19])=[O:18])=[CH:14][CH:13]=[C:12]([F:16])[C:8]=1[C:9]([OH:11])=[O:10]. Given the reactants S(=O)(=O)(O)O.[F:6][C:7]1[CH:15]=[CH:14][CH:13]=[C:12]([F:16])[C:8]=1[C:9]([OH:11])=[O:10].[N+:17]([O-])([O-:19])=[O:18].[K+], predict the reaction product. (7) Given the reactants Cl.Cl[C:3]1[N:8]2[N:9]=[C:10]([CH:12]3[CH2:17][CH2:16][N:15]([CH:18]4[CH2:20][CH2:19]4)[CH2:14][CH2:13]3)[N:11]=[C:7]2[CH:6]=[C:5]([C:21]2[CH:26]=[CH:25][C:24]([Cl:27])=[CH:23][C:22]=2[Cl:28])[N:4]=1.Cl.[NH2:30][C:31]1[C:36]([C:37](=[O:40])[CH2:38][CH3:39])=[CH:35][CH:34]=[C:33]([NH:41][CH:42]2[CH2:47][CH2:46][CH2:45][NH:44][CH2:43]2)[N:32]=1.C(N(CC)C(C)C)(C)C, predict the reaction product. The product is: [NH2:30][C:31]1[C:36]([C:37](=[O:40])[CH2:38][CH3:39])=[CH:35][CH:34]=[C:33]([NH:41][CH:42]2[CH2:47][CH2:46][CH2:45][N:44]([C:3]3[N:8]4[N:9]=[C:10]([CH:12]5[CH2:17][CH2:16][N:15]([CH:18]6[CH2:19][CH2:20]6)[CH2:14][CH2:13]5)[N:11]=[C:7]4[CH:6]=[C:5]([C:21]4[CH:26]=[CH:25][C:24]([Cl:27])=[CH:23][C:22]=4[Cl:28])[N:4]=3)[CH2:43]2)[N:32]=1. (8) Given the reactants C(O[C@H:5]1[C@H:10]2[C@H:11]([O:12][CH2:13][C:14]3[CH:19]=[CH:18][CH:17]=[CH:16][CH:15]=3)[C@:7]([CH2:20][O:21][CH2:22][C:23]3[CH:28]=[CH:27][CH:26]=[CH:25][CH:24]=3)([CH2:8][O:9]2)[O:6]1)(=O)C.[C:29]([NH:37][C:38]1[N:46]=[CH:45][N:44]=[C:43]2[C:39]=1[NH:40][CH:41]=[N:42]2)(=[O:36])[C:30]1[CH:35]=[CH:34][CH:33]=[CH:32][CH:31]=1.O([Si](C)(C)C)S(C(F)(F)F)(=O)=O, predict the reaction product. The product is: [C:29]([NH:37][C:38]1[N:46]=[CH:45][N:44]=[C:43]2[C:39]=1[N:40]=[CH:41][N:42]2[C@@H:5]1[C@H:10]2[C@H:11]([O:12][CH2:13][C:14]3[CH:19]=[CH:18][CH:17]=[CH:16][CH:15]=3)[C@:7]([CH2:20][O:21][CH2:22][C:23]3[CH:28]=[CH:27][CH:26]=[CH:25][CH:24]=3)([CH2:8][O:9]2)[O:6]1)(=[O:36])[C:30]1[CH:35]=[CH:34][CH:33]=[CH:32][CH:31]=1. (9) Given the reactants [NH2:1][C:2]1[C:7]([Br:8])=[CH:6][N:5]=[CH:4][C:3]=1/[CH:9]=[CH:10]/[C:11](=O)[CH3:12].C[S-].[Na+], predict the reaction product. The product is: [Br:8][C:7]1[CH:6]=[N:5][CH:4]=[C:3]2[C:2]=1[N:1]=[C:11]([CH3:12])[CH:10]=[CH:9]2. (10) Given the reactants [C:1]1([CH2:7][C:8]([NH:10][C@H:11]([C:13]([OH:15])=O)[CH3:12])=[O:9])[CH:6]=[CH:5][CH:4]=[CH:3][CH:2]=1.Cl.[CH3:17][O:18][C:19](=[O:23])[C@H:20]([CH3:22])[NH2:21], predict the reaction product. The product is: [CH3:17][O:18][C:19](=[O:23])[C@H:20]([CH3:22])[NH:21][C:13](=[O:15])[C@H:11]([CH3:12])[NH:10][C:8](=[O:9])[CH2:7][C:1]1[CH:2]=[CH:3][CH:4]=[CH:5][CH:6]=1.